This data is from Full USPTO retrosynthesis dataset with 1.9M reactions from patents (1976-2016). The task is: Predict the reactants needed to synthesize the given product. (1) Given the product [CH3:15][O:14][C:10]1[CH:9]=[C:8](/[CH:7]=[CH:6]/[CH2:5][C:19]#[C:18][Si:17]([CH3:24])([CH3:23])[CH3:16])[CH:13]=[CH:12][CH:11]=1, predict the reactants needed to synthesize it. The reactants are: C(O[CH2:5][CH:6]=[CH:7][C:8]1[CH:13]=[CH:12][CH:11]=[C:10]([O:14][CH3:15])[CH:9]=1)(=O)C.[CH3:16][Si:17]([CH3:24])([CH3:23])[C:18]#[C:19]C(O)=O.C(=O)([O-])[O-].[Cs+].[Cs+]. (2) The reactants are: [C:1]([C:5]1[CH:6]=[C:7]([C:16]2[CH:17]=[C:18]([C:30]3[CH:35]=[CH:34][C:33]([C:36]([O:38][CH2:39][CH3:40])=[O:37])=[CH:32][CH:31]=3)[CH:19]=[CH:20][C:21]=2OS(C(F)(F)F)(=O)=O)[CH:8]=[CH:9][C:10]=1[N:11]([CH2:14][CH3:15])[CH2:12][CH3:13])([CH3:4])([CH3:3])[CH3:2].[Li+].[Cl-].[CH2:43]([Sn](CCCC)(CCCC)CCCC)[CH:44]=C.O. Given the product [C:1]([C:5]1[CH:6]=[C:7]([C:16]2[CH:17]=[C:18]([C:30]3[CH:35]=[CH:34][C:33]([C:36]([O:38][CH2:39][CH3:40])=[O:37])=[CH:32][CH:31]=3)[CH:19]=[CH:20][C:21]=2[CH:43]=[CH2:44])[CH:8]=[CH:9][C:10]=1[N:11]([CH2:14][CH3:15])[CH2:12][CH3:13])([CH3:4])([CH3:3])[CH3:2], predict the reactants needed to synthesize it. (3) The reactants are: Cl[C:2]1[S:3][C:4]2[CH:10]=[CH:9][C:8]([N+:11]([O-:13])=[O:12])=[CH:7][C:5]=2[N:6]=1.O1CCCC1.[CH3:19][NH:20][CH3:21].O. Given the product [CH3:19][N:20]([CH3:21])[C:2]1[S:3][C:4]2[CH:10]=[CH:9][C:8]([N+:11]([O-:13])=[O:12])=[CH:7][C:5]=2[N:6]=1, predict the reactants needed to synthesize it. (4) Given the product [F:1][C:2]1[CH:3]=[CH:4][C:5]([S:8]([NH:11][CH2:12][C:13]2[CH:14]=[CH:15][C:16]([C:19]([NH:30][CH2:29][C:26]3[S:25][C:24]([CH3:23])=[N:28][CH:27]=3)=[O:21])=[N:17][CH:18]=2)(=[O:9])=[O:10])=[CH:6][CH:7]=1, predict the reactants needed to synthesize it. The reactants are: [F:1][C:2]1[CH:7]=[CH:6][C:5]([S:8]([NH:11][CH2:12][C:13]2[CH:14]=[CH:15][C:16]([C:19]([OH:21])=O)=[N:17][CH:18]=2)(=[O:10])=[O:9])=[CH:4][CH:3]=1.Cl.[CH3:23][C:24]1[S:25][C:26]([CH2:29][NH2:30])=[CH:27][N:28]=1.C(N(CC)CC)C. (5) Given the product [CH3:1][O:2][C:3]1[CH:12]=[C:11]2[C:6]([CH2:7][C:8]([CH3:15])([CH3:14])[NH:9][CH:10]2[CH3:13])=[CH:5][C:4]=1[O:16][Si:20]([CH:24]([CH3:26])[CH3:25])([CH:21]([CH3:23])[CH3:22])[CH:18]([CH3:19])[CH3:17], predict the reactants needed to synthesize it. The reactants are: [CH3:1][O:2][C:3]1[CH:12]=[C:11]2[C:6]([CH2:7][C:8]([CH3:15])([CH3:14])[NH:9][CH:10]2[CH3:13])=[CH:5][C:4]=1[OH:16].[CH3:17][CH:18]([Si:20](Cl)([CH:24]([CH3:26])[CH3:25])[CH:21]([CH3:23])[CH3:22])[CH3:19].N1C=CN=C1.